This data is from Reaction yield outcomes from USPTO patents with 853,638 reactions. The task is: Predict the reaction yield, written as a fraction of the theoretical maximum amount of product (1.0 means a 100% yield; for example, 0.34 means a 34% yield). (1) The reactants are [CH3:1][O:2][C:3](=[O:29])[C@H:4]([CH2:21][C:22]1[CH:27]=[CH:26][C:25]([NH2:28])=[CH:24][CH:23]=1)[NH:5][C:6]([C:8]1([CH2:13][CH2:14][CH2:15][CH2:16][S:17]([CH3:20])(=[O:19])=[O:18])[CH2:12][CH2:11][CH2:10][CH2:9]1)=[S:7].[Cl:30][C:31]1[CH:39]=[CH:38][CH:37]=[C:36]([Cl:40])[C:32]=1[C:33](Cl)=[O:34].C(N(C(C)C)CC)(C)C. The catalyst is ClCCl.O. The product is [CH3:1][O:2][C:3](=[O:29])[C@H:4]([CH2:21][C:22]1[CH:27]=[CH:26][C:25]([NH:28][C:33]([C:32]2[C:31]([Cl:30])=[CH:39][CH:38]=[CH:37][C:36]=2[Cl:40])=[O:34])=[CH:24][CH:23]=1)[NH:5][C:6]([C:8]1([CH2:13][CH2:14][CH2:15][CH2:16][S:17]([CH3:20])(=[O:19])=[O:18])[CH2:12][CH2:11][CH2:10][CH2:9]1)=[S:7]. The yield is 0.990. (2) The reactants are [C:1]([C:3]1[C:4]([CH:13]([C:21](OC)=[O:22])[C:14]([O:16][C:17]([CH3:20])([CH3:19])[CH3:18])=[O:15])=[N:5][CH:6]=[C:7]([C:9]([F:12])([F:11])[F:10])[CH:8]=1)#[N:2].[H][H]. The catalyst is C(O)C.[Ni]. The product is [O:22]=[C:21]1[CH:13]([C:14]([O:16][C:17]([CH3:18])([CH3:20])[CH3:19])=[O:15])[C:4]2[N:5]=[CH:6][C:7]([C:9]([F:12])([F:11])[F:10])=[CH:8][C:3]=2[CH2:1][NH:2]1. The yield is 0.996. (3) The reactants are [Cl:1][C:2]1[CH:3]=[C:4]([C:9]2[S:10][CH:11]=[C:12]([C:15]([CH3:17])=O)[C:13]=2[OH:14])[CH:5]=[CH:6][C:7]=1[Cl:8].O.[NH2:19][NH2:20]. The catalyst is C(O)(C)C. The product is [Cl:1][C:2]1[CH:3]=[C:4]([C:9]2[S:10][CH:11]=[C:12]([C:15](=[N:19][NH2:20])[CH3:17])[C:13]=2[OH:14])[CH:5]=[CH:6][C:7]=1[Cl:8]. The yield is 0.690. (4) The reactants are [CH3:1][OH:2].O=S(Cl)Cl.[Br:7][C:8]1[C:9]([NH:21][C:22]2[CH:26]=[C:25]([CH:27]3[CH2:29][CH2:28]3)[NH:24][N:23]=2)=[N:10][C:11]([C:14]2[S:18][C:17](C#N)=[CH:16][CH:15]=2)=[N:12][CH:13]=1.[OH-:30].[Na+]. The catalyst is CO.C1COCC1. The product is [Br:7][C:8]1[C:9]([NH:21][C:22]2[CH:26]=[C:25]([CH:27]3[CH2:29][CH2:28]3)[NH:24][N:23]=2)=[N:10][C:11]([C:14]2[S:18][C:17]([C:1]([OH:30])=[O:2])=[CH:16][CH:15]=2)=[N:12][CH:13]=1. The yield is 0.389. (5) The reactants are [CH2:1]([C:3]1(C(OCC)=O)[CH2:8][CH2:7][CH2:6][C:5]([CH3:10])([CH3:9])[C:4]1=[O:11])[CH3:2].[OH-].[K+]. The catalyst is CO.O. The product is [CH2:1]([CH:3]1[C:4](=[O:11])[C:5]([CH3:9])([CH3:10])[CH2:6][CH2:7][CH2:8]1)[CH3:2]. The yield is 0.890.